Dataset: Reaction yield outcomes from USPTO patents with 853,638 reactions. Task: Predict the reaction yield, written as a fraction of the theoretical maximum amount of product (1.0 means a 100% yield; for example, 0.34 means a 34% yield). The reactants are [CH3:1][O:2][C:3]1[CH:4]=[C:5]2[C:10](=[CH:11][C:12]=1[O:13][CH3:14])[N:9]=[CH:8][N:7]=[C:6]2[O:15][C:16]1[CH:22]=[CH:21][C:19]([NH2:20])=[CH:18][CH:17]=1.ClC(Cl)(O[C:27](=[O:33])OC(Cl)(Cl)Cl)Cl.[CH2:35]([N:42]1[CH2:46][CH2:45][C@H:44]([NH2:47])[CH2:43]1)[C:36]1[CH:41]=[CH:40][CH:39]=[CH:38][CH:37]=1.C(=O)([O-])O.[Na+]. The catalyst is C(N(CC)CC)C.C(Cl)(Cl)Cl. The product is [CH2:35]([N:42]1[CH2:46][CH2:45][C@H:44]([NH:47][C:27]([NH:20][C:19]2[CH:21]=[CH:22][C:16]([O:15][C:6]3[C:5]4[C:10](=[CH:11][C:12]([O:13][CH3:14])=[C:3]([O:2][CH3:1])[CH:4]=4)[N:9]=[CH:8][N:7]=3)=[CH:17][CH:18]=2)=[O:33])[CH2:43]1)[C:36]1[CH:37]=[CH:38][CH:39]=[CH:40][CH:41]=1. The yield is 0.600.